From a dataset of Forward reaction prediction with 1.9M reactions from USPTO patents (1976-2016). Predict the product of the given reaction. The product is: [CH3:1][O:2][C:3]([C:5]1[N:6]([CH2:16][C:17]([O:19][C:20]([CH3:23])([CH3:22])[CH3:21])=[O:18])[C:7]([Br:33])=[C:8]([CH:10]2[CH2:15][CH2:14][CH2:13][CH2:12][CH2:11]2)[CH:9]=1)=[O:4]. Given the reactants [CH3:1][O:2][C:3]([C:5]1[N:6]([CH2:16][C:17]([O:19][C:20]([CH3:23])([CH3:22])[CH3:21])=[O:18])[CH:7]=[C:8]([CH:10]2[CH2:15][CH2:14][CH2:13][CH2:12][CH2:11]2)[CH:9]=1)=[O:4].C1COCC1.C(Cl)(Cl)Cl.[Br-:33].[Br-].[Br-].[NH+]1C=CC=CC=1.[NH+]1C=CC=CC=1.[NH+]1C=CC=CC=1.[O-]S([O-])(=S)=O.[Na+].[Na+], predict the reaction product.